From a dataset of Reaction yield outcomes from USPTO patents with 853,638 reactions. Predict the reaction yield, written as a fraction of the theoretical maximum amount of product (1.0 means a 100% yield; for example, 0.34 means a 34% yield). (1) The reactants are Cl.C(Cl)(=O)C.C(OC([N:13]1[CH2:18][CH2:17][CH:16]([C:19]2[N:20]([CH3:35])[CH:21]=[C:22]([C:24]3[CH:29]=[CH:28][C:27]([F:30])=[C:26]([C:31]([F:34])([F:33])[F:32])[CH:25]=3)[N:23]=2)[CH2:15][CH2:14]1)=O)(C)(C)C.C(N(CC)CC)C.Cl[C:44]1[N:49]=[CH:48][N:47]=[C:46]2[NH:50][N:51]=[CH:52][C:45]=12. The catalyst is CO.O.CS(C)=O. The product is [F:30][C:27]1[CH:28]=[CH:29][C:24]([C:22]2[N:23]=[C:19]([CH:16]3[CH2:15][CH2:14][N:13]([C:44]4[N:49]=[CH:48][N:47]=[C:46]5[NH:50][N:51]=[CH:52][C:45]=45)[CH2:18][CH2:17]3)[N:20]([CH3:35])[CH:21]=2)=[CH:25][C:26]=1[C:31]([F:33])([F:32])[F:34]. The yield is 0.990. (2) The reactants are C(N(CC)CC)C.[Si:8]([O:15][CH2:16][CH:17]([C:19]1[CH:24]=[CH:23][C:22]([Cl:25])=[C:21]([F:26])[CH:20]=1)[OH:18])([C:11]([CH3:14])([CH3:13])[CH3:12])([CH3:10])[CH3:9].[CH3:27][S:28](Cl)(=[O:30])=[O:29]. The catalyst is C(Cl)Cl. The product is [CH3:27][S:28]([O:18][CH:17]([C:19]1[CH:24]=[CH:23][C:22]([Cl:25])=[C:21]([F:26])[CH:20]=1)[CH2:16][O:15][Si:8]([C:11]([CH3:14])([CH3:13])[CH3:12])([CH3:10])[CH3:9])(=[O:30])=[O:29]. The yield is 0.958. (3) The reactants are [CH3:1][S:2][C:3]1[CH:4]=[CH:5][C:6]([C:9]([OH:11])=O)=[N:7][CH:8]=1.C1N=CN(C(N2C=NC=C2)=O)C=1.CS(O)(=O)=O.[NH2:29][CH2:30][C:31]1[CH:32]=[C:33]2[C:37](=[CH:38][CH:39]=1)[C:36](=[O:40])[N:35]([CH:41]1[CH2:46][CH2:45][C:44](=[O:47])[NH:43][C:42]1=[O:48])[C:34]2=[O:49].CCOC(C)=O. The catalyst is CN(C)C=O. The product is [O:48]=[C:42]1[CH:41]([N:35]2[C:34](=[O:49])[C:33]3[C:37](=[CH:38][CH:39]=[C:31]([CH2:30][NH:29][C:9]([C:6]4[CH:5]=[CH:4][C:3]([S:2][CH3:1])=[CH:8][N:7]=4)=[O:11])[CH:32]=3)[C:36]2=[O:40])[CH2:46][CH2:45][C:44](=[O:47])[NH:43]1. The yield is 0.630. (4) The reactants are C([N:8]1[CH:14]2[CH2:15][CH2:16][CH:9]1[CH2:10][NH:11][C:12](=[O:17])[CH2:13]2)C1C=CC=CC=1.CO.[C:20](=[O:27])([O-])[O:21][C:22]([CH3:25])([CH3:24])[CH3:23].[C:20](=[O:27])([O-])[O:21][C:22]([CH3:25])([CH3:24])[CH3:23].[H][H]. The catalyst is [Pd].O1CCCC1. The product is [C:22]([O:21][C:20]([N:8]1[CH:14]2[CH2:15][CH2:16][CH:9]1[CH2:10][NH:11][C:12](=[O:17])[CH2:13]2)=[O:27])([CH3:25])([CH3:24])[CH3:23]. The yield is 0.980.